This data is from Reaction yield outcomes from USPTO patents with 853,638 reactions. The task is: Predict the reaction yield, written as a fraction of the theoretical maximum amount of product (1.0 means a 100% yield; for example, 0.34 means a 34% yield). The reactants are [CH2:1]([O:3][C:4]([N:6]=[C:7]=[S:8])=[O:5])[CH3:2].[Cl:9][C:10]1[N:15]=[C:14](Cl)[C:13]([NH2:17])=[CH:12][N:11]=1. The catalyst is CO. The product is [Cl:9][C:10]1[N:11]=[CH:12][C:13]2[N:17]=[C:7]([NH:6][C:4](=[O:5])[O:3][CH2:1][CH3:2])[S:8][C:14]=2[N:15]=1. The yield is 0.800.